This data is from Forward reaction prediction with 1.9M reactions from USPTO patents (1976-2016). The task is: Predict the product of the given reaction. (1) Given the reactants C(OC(=O)[NH:7][CH:8]([CH:21]([CH3:23])[CH3:22])[CH2:9][NH:10][C:11]1[CH:20]=[N:19][C:18]2[C:13](=[CH:14][CH:15]=[CH:16][CH:17]=2)[N:12]=1)(C)(C)C.[ClH:25], predict the reaction product. The product is: [ClH:25].[ClH:25].[CH3:22][CH:21]([CH3:23])[CH:8]([NH2:7])[CH2:9][NH:10][C:11]1[CH:20]=[N:19][C:18]2[C:13](=[CH:14][CH:15]=[CH:16][CH:17]=2)[N:12]=1. (2) Given the reactants F[C:2]1[CH:9]=[CH:8][CH:7]=[CH:6][C:3]=1[CH:4]=[O:5].[C:10]1([S:16]([O-:18])=[O:17])[CH:15]=[CH:14][CH:13]=[CH:12][CH:11]=1.[Na+], predict the reaction product. The product is: [C:10]1([S:16]([C:2]2[CH:9]=[CH:8][CH:7]=[CH:6][C:3]=2[CH:4]=[O:5])(=[O:18])=[O:17])[CH:15]=[CH:14][CH:13]=[CH:12][CH:11]=1. (3) Given the reactants N#N.[CH2:3]([NH:10][CH2:11][CH2:12][NH:13][C:14]1[N:15]=[N:16][C:17](Cl)=[C:18]([CH3:21])[C:19]=1[CH3:20])[C:4]1[CH:9]=[CH:8][CH:7]=[CH:6][CH:5]=1.[F:23][C:24]1[CH:29]=[CH:28][C:27](B(O)O)=[CH:26][CH:25]=1.[F-].[Cs+], predict the reaction product. The product is: [CH2:3]([NH:10][CH2:11][CH2:12][NH:13][C:14]1[N:15]=[N:16][C:17]([C:27]2[CH:28]=[CH:29][C:24]([F:23])=[CH:25][CH:26]=2)=[C:18]([CH3:21])[C:19]=1[CH3:20])[C:4]1[CH:9]=[CH:8][CH:7]=[CH:6][CH:5]=1. (4) The product is: [O:1]=[C:2]1[C:11]2[C:6](=[CH:7][CH:8]=[CH:9][CH:10]=2)[S:5][CH:4]([C:12]([Cl:18])=[O:14])[CH2:3]1. Given the reactants [O:1]=[C:2]1[C:11]2[C:6](=[CH:7][CH:8]=[CH:9][CH:10]=2)[S:5][CH:4]([C:12]([OH:14])=O)[CH2:3]1.C(Cl)(=O)C([Cl:18])=O, predict the reaction product. (5) Given the reactants [OH:1][C@@:2]1([CH2:9][NH:10][C:11]([C:13]2[C:14]3[CH:15]=[CH:16][C:17](Cl)=[N:18][C:19]=3[CH:20]=[CH:21][C:22]=2[Cl:23])=[O:12])[CH2:7][CH2:6][CH2:5][C@H:4]([CH3:8])[CH2:3]1.[NH:25]1[CH2:29][CH2:28][CH2:27][CH2:26]1, predict the reaction product. The product is: [OH:1][C@@:2]1([CH2:9][NH:10][C:11]([C:13]2[C:14]3[CH:15]=[CH:16][C:17]([N:25]4[CH2:29][CH2:28][CH2:27][CH2:26]4)=[N:18][C:19]=3[CH:20]=[CH:21][C:22]=2[Cl:23])=[O:12])[CH2:7][CH2:6][CH2:5][C@H:4]([CH3:8])[CH2:3]1. (6) Given the reactants Cl.[NH:2]1[CH2:7][CH2:6][CH2:5][C@@H:4]([OH:8])[CH2:3]1.C(N(CC)CC)C.[C:16](O[C:16]([O:18][C:19]([CH3:22])([CH3:21])[CH3:20])=[O:17])([O:18][C:19]([CH3:22])([CH3:21])[CH3:20])=[O:17], predict the reaction product. The product is: [OH:8][C@@H:4]1[CH2:5][CH2:6][CH2:7][N:2]([C:16]([O:18][C:19]([CH3:22])([CH3:21])[CH3:20])=[O:17])[CH2:3]1. (7) Given the reactants Cl.[NH2:2][CH2:3][C:4]([NH:6][CH:7]([C:14]1[CH:19]=[CH:18][C:17]([Cl:20])=[CH:16][CH:15]=1)[C:8]1[CH:13]=[CH:12][CH:11]=[CH:10][CH:9]=1)=[O:5].[F:21][C:22]1[CH:23]=[C:24]([CH:28]=[CH:29][C:30]=1[O:31][CH3:32])[C:25](O)=[O:26], predict the reaction product. The product is: [Cl:20][C:17]1[CH:18]=[CH:19][C:14]([CH:7]([NH:6][C:4]([CH2:3][NH:2][C:25](=[O:26])[C:24]2[CH:28]=[CH:29][C:30]([O:31][CH3:32])=[C:22]([F:21])[CH:23]=2)=[O:5])[C:8]2[CH:13]=[CH:12][CH:11]=[CH:10][CH:9]=2)=[CH:15][CH:16]=1. (8) Given the reactants NC1C=CC=CC=1.Cl[C:9]1[N:10]=[C:11](Cl)[C:12]2[N:17]=[C:16](Cl)[N:15]=[C:14](Cl)[C:13]=2[N:20]=1, predict the reaction product. The product is: [N:17]1[C:12]2[CH:11]=[N:10][CH:9]=[N:20][C:13]=2[CH:14]=[N:15][CH:16]=1. (9) The product is: [CH2:7]([O:9][CH:10]([CH2:16][C:17]1[CH:22]=[CH:21][C:20]([CH3:23])=[CH:19][CH:18]=1)[CH2:11][OH:12])[CH3:8]. Given the reactants [H-].[Al+3].[Li+].[H-].[H-].[H-].[CH2:7]([O:9][CH:10]([CH2:16][C:17]1[CH:22]=[CH:21][C:20]([CH3:23])=[CH:19][CH:18]=1)[C:11](OCC)=[O:12])[CH3:8], predict the reaction product.